Dataset: Forward reaction prediction with 1.9M reactions from USPTO patents (1976-2016). Task: Predict the product of the given reaction. (1) Given the reactants [NH2:1][C:2]1[C:3]([C:13]([OH:15])=O)=[N:4][C:5]([Br:12])=[C:6]([C:8]([F:11])([F:10])[F:9])[N:7]=1.[NH:16]1[C:20]2=[N:21][CH:22]=[CH:23][N:24]=[C:19]2[C:18]([NH2:25])=[N:17]1.CN(C(ON1N=NC2C=CC=NC1=2)=[N+](C)C)C.F[P-](F)(F)(F)(F)F.CN1CCOCC1, predict the reaction product. The product is: [NH2:1][C:2]1[C:3]([C:13]([NH:25][C:18]2[C:19]3=[N:24][CH:23]=[CH:22][N:21]=[C:20]3[NH:16][N:17]=2)=[O:15])=[N:4][C:5]([Br:12])=[C:6]([C:8]([F:9])([F:10])[F:11])[N:7]=1. (2) Given the reactants C[O:2][C:3](=[O:28])[CH2:4][C:5]1[C:6]([CH3:27])=[N:7][N:8]([CH2:11][C:12]2[CH:17]=[CH:16][C:15]([CH:18]([OH:26])[CH2:19][C:20]3[CH:25]=[CH:24][CH:23]=[CH:22][CH:21]=3)=[CH:14][CH:13]=2)[C:9]=1[CH3:10].[OH-].[Na+].O.Cl, predict the reaction product. The product is: [OH:26][CH:18]([C:15]1[CH:16]=[CH:17][C:12]([CH2:11][N:8]2[C:9]([CH3:10])=[C:5]([CH2:4][C:3]([OH:28])=[O:2])[C:6]([CH3:27])=[N:7]2)=[CH:13][CH:14]=1)[CH2:19][C:20]1[CH:21]=[CH:22][CH:23]=[CH:24][CH:25]=1.